Dataset: Experimentally validated miRNA-target interactions with 360,000+ pairs, plus equal number of negative samples. Task: Binary Classification. Given a miRNA mature sequence and a target amino acid sequence, predict their likelihood of interaction. The miRNA is mmu-miR-466c-3p with sequence AUACAUACACGCACACAUAAGA. The protein sequence of the target gene is MSDRKAVIKNADMSEDMQQDAVDCATQAMEKYNIEKDIAAYIKKEFDKKYNPTWHCIVGRNFGSYVTHETKHFIYFYLGQVAILLFKSG. Result: 0 (no interaction).